Predict which catalyst facilitates the given reaction. From a dataset of Catalyst prediction with 721,799 reactions and 888 catalyst types from USPTO. Reactant: [F:1][C:2]1[CH:7]=[CH:6][CH:5]=[C:4]([F:8])[C:3]=1[N:9]1[C:14]2[N:15]=[C:16](S(C)(=O)=O)[N:17]=[C:18]([C:19]3[CH:20]=[C:21]([CH:32]=[CH:33][C:34]=3[CH3:35])[C:22]([NH:24][CH2:25][C:26]3[CH:31]=[CH:30][CH:29]=[CH:28][CH:27]=3)=[O:23])[C:13]=2[CH2:12][NH:11][C:10]1=[O:40].[CH:41]([NH:44][CH2:45][CH2:46][NH2:47])([CH3:43])[CH3:42]. Product: [CH2:22]([OH:23])[CH3:21].[NH4+:9].[OH-:23].[F:1][C:2]1[CH:7]=[CH:6][CH:5]=[C:4]([F:8])[C:3]=1[N:9]1[C:14]2[N:15]=[C:16]([NH:47][CH2:46][CH2:45][NH:44][CH:41]([CH3:43])[CH3:42])[N:17]=[C:18]([C:19]3[CH:20]=[C:21]([CH:32]=[CH:33][C:34]=3[CH3:35])[C:22]([NH:24][CH2:25][C:26]3[CH:31]=[CH:30][CH:29]=[CH:28][CH:27]=3)=[O:23])[C:13]=2[CH2:12][NH:11][C:10]1=[O:40]. The catalyst class is: 49.